This data is from Full USPTO retrosynthesis dataset with 1.9M reactions from patents (1976-2016). The task is: Predict the reactants needed to synthesize the given product. (1) Given the product [Cl:1][C:2]1[CH:7]=[C:6]([F:8])[CH:5]=[CH:4][C:3]=1[NH:9][S:10]([CH:13]1[C:14]([C:23]([O:25][CH2:26][CH3:27])=[O:24])=[CH:15][C:16](=[O:17])[CH2:21][CH2:22]1)(=[O:12])=[O:11], predict the reactants needed to synthesize it. The reactants are: [Cl:1][C:2]1[CH:7]=[C:6]([F:8])[CH:5]=[CH:4][C:3]=1[NH:9][S:10]([CH:13]1[CH2:22][CH2:21][C:16]2(OCC[O:17]2)[CH:15]=[C:14]1[C:23]([O:25][CH2:26][CH3:27])=[O:24])(=[O:12])=[O:11].Cl.O1CCCC1. (2) Given the product [N+:18]([C:21]1[CH:26]=[CH:25][C:24]2[S:27][C:28]3[C:29]4[CH:37]=[CH:36][CH:35]=[CH:34][C:30]=4[S:31][C:32]=3[C:23]=2[CH:22]=1)([O-:20])=[O:19], predict the reactants needed to synthesize it. The reactants are: C1(SC2C3C=CC=CC=3SC=2I)C=CC=CC=1.[N+:18]([C:21]1[CH:26]=[CH:25][C:24]([S:27][C:28]2[C:29]3[CH:37]=[CH:36][CH:35]=[CH:34][C:30]=3[S:31][C:32]=2I)=[CH:23][CH:22]=1)([O-:20])=[O:19]. (3) The reactants are: [C@H:1]12[CH2:7][C@H:4]([CH2:5][CH2:6]1)[C@@H:3]([C:8]([O:10][CH2:11][CH3:12])=[O:9])[NH:2]2.C(N(CC)CC)C.[CH3:20][O:21][C:22]1[CH:27]=[CH:26][C:25]([S:28](Cl)(=[O:30])=[O:29])=[CH:24][CH:23]=1. Given the product [CH3:20][O:21][C:22]1[CH:23]=[CH:24][C:25]([S:28]([N:2]2[C@H:3]([C:8]([O:10][CH2:11][CH3:12])=[O:9])[C@@H:4]3[CH2:7][C@H:1]2[CH2:6][CH2:5]3)(=[O:30])=[O:29])=[CH:26][CH:27]=1, predict the reactants needed to synthesize it. (4) The reactants are: [C:1]([O:5][C:6]([NH:8][C@@H:9]1[C:23](=[O:24])[N:22]2[CH2:25][C@H:26]([OH:28])[CH2:27][C@H:21]2[C:20](=[O:29])[NH:19][C@:18]2([C:31]([OH:33])=[O:32])[CH2:30][C@H:17]2[CH2:16][C:15]([F:35])([F:34])[CH2:14][CH2:13][CH2:12][CH2:11][CH2:10]1)=[O:7])([CH3:4])([CH3:3])[CH3:2].Cl[C:37]1[C:46]([CH2:47][CH3:48])=[N:45][C:44]2[C:39](=[CH:40][CH:41]=[CH:42][CH:43]=2)[N:38]=1.CCC([O-])(C)C.[Na+].Cl. Given the product [C:1]([O:5][C:6]([NH:8][C@@H:9]1[C:23](=[O:24])[N:22]2[CH2:25][C@H:26]([O:28][C:37]3[C:46]([CH2:47][CH3:48])=[N:45][C:44]4[C:39](=[CH:40][CH:41]=[CH:42][CH:43]=4)[N:38]=3)[CH2:27][C@H:21]2[C:20](=[O:29])[NH:19][C@:18]2([C:31]([OH:33])=[O:32])[CH2:30][C@H:17]2[CH2:16][C:15]([F:35])([F:34])[CH2:14][CH2:13][CH2:12][CH2:11][CH2:10]1)=[O:7])([CH3:4])([CH3:2])[CH3:3], predict the reactants needed to synthesize it. (5) Given the product [NH2:5][C:6]1[C:7]([C:14]([NH:18][C:19]2[CH:20]=[N:21][CH:22]=[CH:23][CH:24]=2)=[O:16])=[N:8][C:9]([Br:13])=[C:10]([CH3:12])[N:11]=1, predict the reactants needed to synthesize it. The reactants are: C[Al](C)C.[NH2:5][C:6]1[C:7]([C:14]([O:16]C)=O)=[N:8][C:9]([Br:13])=[C:10]([CH3:12])[N:11]=1.[NH2:18][C:19]1[CH:20]=[N:21][CH:22]=[CH:23][CH:24]=1.O.